Dataset: Full USPTO retrosynthesis dataset with 1.9M reactions from patents (1976-2016). Task: Predict the reactants needed to synthesize the given product. (1) The reactants are: [F:1][C:2]1[C:11]2[O:10][CH2:9][CH2:8][NH:7][C:6]=2[CH:5]=[CH:4][CH:3]=1.[Cl:12][C:13]1[CH:14]=[C:15]([NH:22][S:23]([C:26]2[CH:31]=[CH:30][C:29]([Cl:32])=[C:28]([C:33]([F:36])([F:35])[F:34])[CH:27]=2)(=[O:25])=[O:24])[C:16]([C:19](O)=[O:20])=[N:17][CH:18]=1.C(P1(=O)OP(CCC)(=O)OP(CCC)(=O)O1)CC. Given the product [Cl:32][C:29]1[CH:30]=[CH:31][C:26]([S:23]([NH:22][C:15]2[C:16]([C:19]([N:7]3[C:6]4[CH:5]=[CH:4][CH:3]=[C:2]([F:1])[C:11]=4[O:10][CH2:9][CH2:8]3)=[O:20])=[N:17][CH:18]=[C:13]([Cl:12])[CH:14]=2)(=[O:25])=[O:24])=[CH:27][C:28]=1[C:33]([F:34])([F:36])[F:35], predict the reactants needed to synthesize it. (2) Given the product [CH3:22][O:21][C:17]1[CH:16]=[C:15]2[C:20](=[CH:19][CH:18]=1)[C:11]([O:1][C:2]1[CH:3]=[C:4]([CH:7]=[CH:8][CH:9]=1)[C:5]#[N:6])=[N:12][C:13]([NH:23][C:24]1[CH:28]=[CH:27][NH:26][N:25]=1)=[CH:14]2, predict the reactants needed to synthesize it. The reactants are: [OH:1][C:2]1[CH:3]=[C:4]([CH:7]=[CH:8][CH:9]=1)[C:5]#[N:6].Cl[C:11]1[C:20]2[C:15](=[CH:16][C:17]([O:21][CH3:22])=[CH:18][CH:19]=2)[CH:14]=[C:13]([NH:23][C:24]2[CH:28]=[CH:27][NH:26][N:25]=2)[N:12]=1. (3) Given the product [Cl:1][C:2]1[CH:3]=[C:4]([S:8]([N:11]2[CH:15]=[C:14]3[CH:16]([NH:28][CH3:27])[CH2:17][CH2:18][C:13]3=[C:12]2[C:20]2[CH:25]=[CH:24][CH:23]=[CH:22][C:21]=2[F:26])(=[O:10])=[O:9])[CH:5]=[CH:6][CH:7]=1, predict the reactants needed to synthesize it. The reactants are: [Cl:1][C:2]1[CH:3]=[C:4]([S:8]([N:11]2[CH:15]=[C:14]3[C:16](=O)[CH2:17][CH2:18][C:13]3=[C:12]2[C:20]2[CH:25]=[CH:24][CH:23]=[CH:22][C:21]=2[F:26])(=[O:10])=[O:9])[CH:5]=[CH:6][CH:7]=1.[CH3:27][NH2:28].O1CCCC1.[BH4-].[Na+]. (4) Given the product [F:6][C:7]1[CH:13]=[CH:12][CH:11]=[C:10]([F:14])[C:8]=1[NH:9][C:20]([C:18]1[N:17]=[N:16][NH:15][CH:19]=1)=[O:21], predict the reactants needed to synthesize it. The reactants are: C([Li])CCC.[F:6][C:7]1[CH:13]=[CH:12][CH:11]=[C:10]([F:14])[C:8]=1[NH2:9].[NH:15]1[CH:19]=[C:18]([C:20](OCC)=[O:21])[N:17]=[N:16]1.Cl. (5) Given the product [F:18][C:19]1[CH:20]=[C:21]([NH:1][C:2]2[CH:3]=[CH:4][C:5]3[N:10]([CH3:11])[C:9](=[O:12])[O:8][C:7]([CH2:15][CH3:16])([CH2:13][CH3:14])[C:6]=3[CH:17]=2)[CH:22]=[C:23]([F:25])[CH:24]=1, predict the reactants needed to synthesize it. The reactants are: [NH2:1][C:2]1[CH:3]=[CH:4][C:5]2[N:10]([CH3:11])[C:9](=[O:12])[O:8][C:7]([CH2:15][CH3:16])([CH2:13][CH3:14])[C:6]=2[CH:17]=1.[F:18][C:19]1[CH:20]=[C:21](B(O)O)[CH:22]=[C:23]([F:25])[CH:24]=1. (6) Given the product [Cl:1][C:2]1[C:10]2[N:9]=[C:8]3[N:11]([C:12]4[CH:17]=[CH:16][C:15]([Cl:18])=[CH:14][C:13]=4[Cl:19])[CH2:21][CH2:20][N:7]3[C:6]=2[C:5]([CH:23]([CH2:26][CH3:27])[CH2:24][CH3:25])=[CH:4][CH:3]=1, predict the reactants needed to synthesize it. The reactants are: [Cl:1][C:2]1[C:10]2[N:9]=[C:8]([NH:11][C:12]3[CH:17]=[CH:16][C:15]([Cl:18])=[CH:14][C:13]=3[Cl:19])[N:7]([CH2:20][CH2:21]O)[C:6]=2[C:5]([CH:23]([CH2:26][CH3:27])[CH2:24][CH3:25])=[CH:4][CH:3]=1.C(N(C(C)C)CC)(C)C.CS(Cl)(=O)=O. (7) Given the product [NH2:1][C@@H:4]1[C@@H:10]([O:11][CH2:12][C:13]2[CH:18]=[CH:17][C:16]([O:19][CH3:20])=[CH:15][CH:14]=2)[C@H:9]([O:21][CH2:22][C:23]2[CH:28]=[CH:27][C:26]([O:29][CH3:30])=[CH:25][CH:24]=2)[C@@H:8]([CH2:31][O:32][CH2:33][C:34]2[CH:35]=[CH:36][C:37]([O:40][CH3:41])=[CH:38][CH:39]=2)[O:7][CH:5]1[OH:6], predict the reactants needed to synthesize it. The reactants are: [N:1]([C@@H:4]1[C@@H:10]([O:11][CH2:12][C:13]2[CH:18]=[CH:17][C:16]([O:19][CH3:20])=[CH:15][CH:14]=2)[C@H:9]([O:21][CH2:22][C:23]2[CH:28]=[CH:27][C:26]([O:29][CH3:30])=[CH:25][CH:24]=2)[C@@H:8]([CH2:31][O:32][CH2:33][C:34]2[CH:39]=[CH:38][C:37]([O:40][CH3:41])=[CH:36][CH:35]=2)[O:7][CH:5]1[OH:6])=[N+]=[N-].SC[C@H]([C@@H](CS)O)O.C(N(CC)CC)C.C(OCC)C. (8) The reactants are: Cl.[Br:2][C:3]1[CH:8]=[CH:7][C:6]([C@@H:9]2[CH2:11][C@H:10]2[CH2:12][NH2:13])=[CH:5][CH:4]=1.[CH3:14][C:15]([O:18][C:19](O[C:19]([O:18][C:15]([CH3:17])([CH3:16])[CH3:14])=[O:20])=[O:20])([CH3:17])[CH3:16].[OH-].[Na+]. Given the product [C:15]([O:18][C:19](=[O:20])[NH:13][CH2:12][C@@H:10]1[CH2:11][C@H:9]1[C:6]1[CH:5]=[CH:4][C:3]([Br:2])=[CH:8][CH:7]=1)([CH3:17])([CH3:16])[CH3:14], predict the reactants needed to synthesize it. (9) Given the product [Cl:2][C:3]1[S:4][CH:5]=[C:6]([C:8]2[NH:10][C:23]([CH3:25])=[C:22]([C:21]([O:27][CH2:28][CH3:29])=[O:26])[CH:14]([C:13]3[CH:16]=[CH:17][C:18]([F:20])=[CH:19][C:12]=3[Cl:11])[N:9]=2)[N:7]=1, predict the reactants needed to synthesize it. The reactants are: Cl.[Cl:2][C:3]1[S:4][CH:5]=[C:6]([C:8]([NH2:10])=[NH:9])[N:7]=1.[Cl:11][C:12]1[CH:19]=[C:18]([F:20])[CH:17]=[CH:16][C:13]=1[CH:14]=O.[C:21]([O:27][CH2:28][CH3:29])(=[O:26])[CH2:22][C:23]([CH3:25])=O.C([O-])(=O)C.[Na+]. (10) Given the product [CH:29]1([CH2:32][CH2:33][C:2]2[C:6]3[N:7]=[C:8]([C:22]4[CH:23]=[CH:24][N:25]=[CH:26][CH:27]=4)[N:9]=[C:10]([NH:11][CH2:12][C@@H:13]([NH2:21])[CH2:14][C:15]4[CH:20]=[CH:19][CH:18]=[CH:17][CH:16]=4)[C:5]=3[S:4][CH:3]=2)[CH2:31][CH2:30]1, predict the reactants needed to synthesize it. The reactants are: Br[C:2]1[C:6]2[N:7]=[C:8]([C:22]3[CH:27]=[CH:26][N:25]=[CH:24][CH:23]=3)[N:9]=[C:10]([NH:11][CH2:12][C@@H:13]([NH2:21])[CH2:14][C:15]3[CH:20]=[CH:19][CH:18]=[CH:17][CH:16]=3)[C:5]=2[S:4][C:3]=1C.[CH:29]1(/[CH:32]=[CH:33]/B2OC(C)(C)C(C)(C)O2)[CH2:31][CH2:30]1.C([O-])([O-])=O.[Na+].[Na+].